From a dataset of NCI-60 drug combinations with 297,098 pairs across 59 cell lines. Regression. Given two drug SMILES strings and cell line genomic features, predict the synergy score measuring deviation from expected non-interaction effect. Drug 1: COC1=NC(=NC2=C1N=CN2C3C(C(C(O3)CO)O)O)N. Drug 2: CS(=O)(=O)OCCCCOS(=O)(=O)C. Cell line: K-562. Synergy scores: CSS=-0.502, Synergy_ZIP=2.74, Synergy_Bliss=1.91, Synergy_Loewe=-2.73, Synergy_HSA=-2.96.